Dataset: Experimentally validated miRNA-target interactions with 360,000+ pairs, plus equal number of negative samples. Task: Binary Classification. Given a miRNA mature sequence and a target amino acid sequence, predict their likelihood of interaction. (1) The miRNA is hsa-miR-4436b-5p with sequence GUCCACUUCUGCCUGCCCUGCC. The protein sequence of the target gene is MKKFNFRKVLDGLTASSPGSGSSSGSNSGGGAGSGSVHPAGTAGVLREEIQETLTSEYFQICKTVRHGFPHQPTALAFDPVQKILAIGTRTGAIRILGRPGVDCYCQHESGAAVLQLQFLINEGALVSASSDDTLHLWNLRQKRPAILHSLKFNRERITYCHLPFQSKWLYVGTERGNTHIVNIESFILSGYVIMWNKAIELSTKTHPGPVVHLSDSPRDEGKLLIGYENGTVVFWDLKSKRAELRVYYDEAIHSIDWHHEGKQFMCSHSDGSLTLWNLKSPSRPFQTTIPHGKSQREGR.... Result: 1 (interaction). (2) The miRNA is hsa-miR-9500 with sequence AAGGGAAGAUGGUGACCAC. The protein sequence of the target gene is MEAPSGSEPGGDGAGDCAHPDPRAPGAAAPSSGPGPCAAARESERQLRLRLCVLNEILGTERDYVGTLRFLQSAFLHRIRQNVADSVEKGLTEENVKVLFSNIEDILEVHKDFLAALEYCLHPEPQSQHELGNVFLKFKDKFCVYEEYCSNHEKALRLLVELNKIPTVRAFLLSCMLLGGRKTTDIPLEGYLLSPIQRICKYPLLLKELAKRTPGKHPDHPAVQSALQAMKTVCSNINETKRQMEKLEALEQLQSHIEGWEGSNLTDICTQLLLQGTLLKISAGNIQERAFFLFDNLLVY.... Result: 0 (no interaction). (3) The miRNA is hsa-miR-4723-3p with sequence CCCUCUCUGGCUCCUCCCCAAA. The protein sequence of the target gene is MAKRTFSNLETFLIFLLVMMSAITVALLSLLFITSGTIENHKDLGGHFFSTTQSPPATQGSTAAQRSTATQHSTATQSSTATQTSPVPLTPESPLFQNFSGYHIGVGRADCTGQVADINLMGYGKSGQNAQGILTRLYSRAFIMAEPDGSNRTVFVSIDIGMVSQRLRLEVLNRLQSKYGSLYRRDNVILSGTHTHSGPAGYFQYTVFVIASEGFSNQTFQHMVTGILKSIDIAHTNMKPGKIFINKGNVDGVQINRSPYSYLQNPQSERARYSSNTDKEMIVLKMVDLNGDDLGLISWF.... Result: 1 (interaction). (4) The miRNA is hsa-miR-4674 with sequence CUGGGCUCGGGACGCGCGGCU. The protein sequence of the target gene is MSAGDPRVGSGSLDSFMFSIPLVALNVGVRRRLSLFLNPRTPVAADWTLLAEEMGFEYLEIRELETRPDPTRSLLDAWQGRSGASVGRLLELLALLDREDILKELKSRIEEDCQKYLGKQQNQESEKPLQVARVESSVPQTKELGGITTLDDPLGQTPELFDAFICYCPNDIEFVQEMIRQLEQTDYRLKLCVSDRDVLPGTCVWSIASELIEKRCRRMVVVVSDDYLQSKECDFQTKFALSLSPGVQQKRLIPIKYKAMKKDFPSILRFITICDYTNPCTKSWFWTRLAKALSLP. Result: 0 (no interaction). (5) The miRNA is hsa-miR-4787-5p with sequence GCGGGGGUGGCGGCGGCAUCCC. The protein sequence of the target gene is MSPVRRWGSPCLFPLQLFSLCWVLSVAQSKTVRYSTFEEDAPGTVIGTLAEDLHMKVSGDTSFRLMKQFNSSLLRVREGDGQLTVGDAGLDRERLCGQAPQCVLAFDVVSFSQEQFRLVHVEVEVRDVNDHAPRFPRAQIPVEVSEGAAVGTRIPLEVPVDEDVGANGLQTVRLAEPHSPFRVELQTRADGAQCADLVLLQELDRESQAAYSLELVAQDGGRPPRSATAALSVRVLDANDHSPAFPQGAVAEVELAEDAPVGSLLLDLDAADPDEGPNGDVVFAFGARTPPEARRLFRLD.... Result: 0 (no interaction).